From a dataset of Aqueous solubility values for 9,982 compounds from the AqSolDB database. Regression/Classification. Given a drug SMILES string, predict its absorption, distribution, metabolism, or excretion properties. Task type varies by dataset: regression for continuous measurements (e.g., permeability, clearance, half-life) or binary classification for categorical outcomes (e.g., BBB penetration, CYP inhibition). For this dataset (solubility_aqsoldb), we predict Y. (1) The molecule is CC(C)[C@@]12CC[C@@](C)(O1)[C@@H](O)C2. The Y is -0.288 log mol/L. (2) The compound is CN1C(=O)C(O)N=C(c2ccccc2)c2cc(Cl)ccc21. The Y is -2.70 log mol/L. (3) The molecule is NCC(=O)NCC(=O)O. The Y is 0.100 log mol/L. (4) The drug is C=CCOC(=O)c1ccccc1C(=O)OCC=C. The Y is -3.22 log mol/L. (5) The drug is C=COC. The Y is -0.531 log mol/L. (6) The Y is -1.81 log mol/L. The drug is O=C(O)CN(CC(=O)O)Cc1cc2c(c(O)c1O)C(=O)c1ccccc1C2=O. (7) The drug is NCCOCCN. The Y is 0.982 log mol/L. (8) The molecule is NCCc1c[nH]c2ccccc12. The Y is -3.30 log mol/L. (9) The molecule is OC1CCOC1. The Y is 1.05 log mol/L.